This data is from Forward reaction prediction with 1.9M reactions from USPTO patents (1976-2016). The task is: Predict the product of the given reaction. (1) The product is: [Cl:8][C:4]1[CH:5]=[CH:6][CH:7]=[C:2]([Cl:1])[C:3]=1[NH:9][C:10]1[S:11][C:12]2[N:13]=[C:14]([S:34]([CH3:38])(=[O:36])=[O:33])[N:15]=[C:16]([NH:19][C:20]3[CH:25]=[CH:24][C:23]([C:26]([F:29])([F:28])[F:27])=[CH:22][CH:21]=3)[C:17]=2[N:18]=1. Given the reactants [Cl:1][C:2]1[CH:7]=[CH:6][CH:5]=[C:4]([Cl:8])[C:3]=1[NH:9][C:10]1[S:11][C:12]2[N:13]=[C:14](SC)[N:15]=[C:16]([NH:19][C:20]3[CH:25]=[CH:24][C:23]([C:26]([F:29])([F:28])[F:27])=[CH:22][CH:21]=3)[C:17]=2[N:18]=1.O[O:33][S:34]([O-:36])=O.[K+].[CH2:38]1COCC1, predict the reaction product. (2) Given the reactants [Cl:1][C:2]1[CH:3]=[C:4]([N:12]([CH2:30][CH3:31])[C@H:13]2[CH2:18][CH2:17][C@H:16]([N:19]([CH2:21][C:22]3[CH:27]=[CH:26][CH:25]=[C:24]([O:28][CH3:29])[CH:23]=3)[CH3:20])[CH2:15][CH2:14]2)[C:5]([CH3:11])=[C:6]([CH:10]=1)[C:7]([OH:9])=O.C([N:34]([CH2:37][CH3:38])[CH2:35][CH3:36])C.[CH2:39]1[CH2:43][N:42]([P+](ON2N=NC3C=CC=CC2=3)([N:42]2[CH2:43][CH2:39][CH2:40][CH2:41]2)[N:42]2[CH2:43][CH2:39][CH2:40][CH2:41]2)[CH2:41][CH2:40]1.F[P-](F)(F)(F)(F)F.CS(C)=[O:74], predict the reaction product. The product is: [Cl:1][C:2]1[CH:3]=[C:4]([N:12]([CH2:30][CH3:31])[C@H:13]2[CH2:14][CH2:15][C@H:16]([N:19]([CH2:21][C:22]3[CH:27]=[CH:26][CH:25]=[C:24]([O:28][CH3:29])[CH:23]=3)[CH3:20])[CH2:17][CH2:18]2)[C:5]([CH3:11])=[C:6]([CH:10]=1)[C:7]([NH:42][CH2:41][C:40]1[C:39](=[O:74])[CH:43]=[C:35]([CH3:36])[NH:34][C:37]=1[CH3:38])=[O:9]. (3) Given the reactants [N:1]1[CH:6]=[CH:5][C:4]([N:7]2[CH2:12][CH2:11][N:10]([CH2:13][C:14](Cl)=[O:15])[CH2:9][CH2:8]2)=[CH:3][CH:2]=1.[NH2:17][CH2:18][CH2:19][CH2:20][NH:21][S:22]([C:25]1[CH:34]=[CH:33][C:32]2[C:27](=[CH:28][CH:29]=[CH:30][CH:31]=2)[CH:26]=1)(=[O:24])=[O:23], predict the reaction product. The product is: [CH:26]1[C:27]2[C:32](=[CH:31][CH:30]=[CH:29][CH:28]=2)[CH:33]=[CH:34][C:25]=1[S:22]([NH:21][CH2:20][CH2:19][CH2:18][NH:17][C:14](=[O:15])[CH2:13][N:10]1[CH2:11][CH2:12][N:7]([C:4]2[CH:5]=[CH:6][N:1]=[CH:2][CH:3]=2)[CH2:8][CH2:9]1)(=[O:24])=[O:23]. (4) Given the reactants [P:1](Cl)([O:6][CH2:7][CH3:8])([O:3][CH2:4][CH3:5])=[O:2].[CH2:10]([NH2:12])[CH3:11], predict the reaction product. The product is: [CH2:10]([NH:12][P:1](=[O:2])([O:6][CH2:7][CH3:8])[O:3][CH2:4][CH3:5])[CH3:11].